Dataset: Forward reaction prediction with 1.9M reactions from USPTO patents (1976-2016). Task: Predict the product of the given reaction. (1) The product is: [C:40]([CH:39]=[CH:38][C:37]1[C:32]([NH:31][CH:26]2[CH2:27][CH2:28][CH2:29][CH2:30]2)=[N:33][C:34]([N:42]([C:43]2[CH:44]=[CH:45][C:46]([N:49]3[CH2:50][CH2:51][N:52]([CH3:55])[CH2:53][CH2:54]3)=[CH:47][CH:48]=2)[C:2](=[O:3])[CH2:4][CH2:5][CH2:6][CH2:7][C@H:8]2[C@@H:16]3[C@@H:11]([NH:12][C:13](=[O:14])[NH:15]3)[CH2:10][S:9]2)=[N:35][CH:36]=1)#[N:41]. Given the reactants O[C:2]([CH2:4][CH2:5][CH2:6][CH2:7][C@H:8]1[C@@H:16]2[C@@H:11]([NH:12][C:13]([NH:15]2)=[O:14])[CH2:10][S:9]1)=[O:3].C(Cl)CCl.CN(C=O)C.[CH:26]1([NH:31][C:32]2[C:37]([CH:38]=[CH:39][C:40]#[N:41])=[CH:36][N:35]=[C:34]([NH:42][C:43]3[CH:48]=[CH:47][C:46]([N:49]4[CH2:54][CH2:53][N:52]([CH3:55])[CH2:51][CH2:50]4)=[CH:45][CH:44]=3)[N:33]=2)[CH2:30][CH2:29][CH2:28][CH2:27]1, predict the reaction product. (2) Given the reactants [H-].[Na+].[CH:3]1([S:6]([NH2:9])(=[O:8])=[O:7])[CH2:5][CH2:4]1.[Cl:10][C:11]1[C:20]2[NH:19][CH:18]([C:21]3[CH:26]=[CH:25][CH:24]=[C:23]([N:27]4[CH2:32][CH2:31][O:30][CH2:29][CH2:28]4)[CH:22]=3)[C:17]([CH3:34])([CH3:33])[CH2:16][C:15]=2[C:14]([C:35](O)=[O:36])=[CH:13][CH:12]=1.C(N1C=CN=C1)(N1C=CN=C1)=O, predict the reaction product. The product is: [Cl:10][C:11]1[C:20]2[NH:19][CH:18]([C:21]3[CH:26]=[CH:25][CH:24]=[C:23]([N:27]4[CH2:28][CH2:29][O:30][CH2:31][CH2:32]4)[CH:22]=3)[C:17]([CH3:33])([CH3:34])[CH2:16][C:15]=2[C:14]([C:35]([NH:9][S:6]([CH:3]2[CH2:5][CH2:4]2)(=[O:8])=[O:7])=[O:36])=[CH:13][CH:12]=1. (3) Given the reactants ClC1C(C(=O)N(CCCC)CCCC)=NN(C2C=CC(C(O)=O)=CC=2C(OCC)=O)C=1C.[Cl:33][C:34]1[C:35]([N:61]([CH2:65][CH2:66][CH3:67])[CH2:62][CH2:63][CH3:64])=[N:36][N:37]([C:40]2[CH:55]=[CH:54][C:43]([C:44]([O:46]CC3C=CC=CC=3)=[O:45])=[CH:42][C:41]=2[C:56]([O:58][CH2:59][CH3:60])=[O:57])[C:38]=1[CH3:39], predict the reaction product. The product is: [Cl:33][C:34]1[C:35]([N:61]([CH2:62][CH2:63][CH3:64])[CH2:65][CH2:66][CH3:67])=[N:36][N:37]([C:40]2[CH:55]=[CH:54][C:43]([C:44]([OH:46])=[O:45])=[CH:42][C:41]=2[C:56]([O:58][CH2:59][CH3:60])=[O:57])[C:38]=1[CH3:39]. (4) Given the reactants [CH2:1]([NH:8][C:9]1[CH:14]=[C:13]([NH:15][C:16]2[CH:21]=[CH:20][C:19]([N:22]3[CH2:27][CH2:26][CH:25]([CH2:28][CH2:29]OS(C)(=O)=O)[CH2:24][CH2:23]3)=[CH:18][CH:17]=2)[N:12]=[CH:11][C:10]=1[CH2:35][C:36]([NH2:38])=[O:37])[C:2]1[CH:7]=[CH:6][CH:5]=[CH:4][CH:3]=1, predict the reaction product. The product is: [CH2:1]([NH:8][C:9]1[CH:14]=[C:13]([NH:15][C:16]2[CH:21]=[CH:20][C:19]([N:22]3[CH2:23][CH2:24][CH:25]([CH2:28][CH2:29][N:8]([CH2:9][CH3:10])[CH2:1][CH3:2])[CH2:26][CH2:27]3)=[CH:18][CH:17]=2)[N:12]=[CH:11][C:10]=1[CH2:35][C:36]([NH2:38])=[O:37])[C:2]1[CH:7]=[CH:6][CH:5]=[CH:4][CH:3]=1. (5) Given the reactants C(OC([N:11]1[CH2:15][C@@H:14]([N:16]2[C:24]3[C:19](=[N:20][C:21]([C:26]4[C:27]([O:35][CH3:36])=[N:28][C:29]([CH:32]([CH3:34])[CH3:33])=[CH:30][CH:31]=4)=[C:22]([CH3:25])[CH:23]=3)[C:18]([CH3:37])=[CH:17]2)[C@@H:13]([O:38][CH2:39][CH2:40][F:41])[CH2:12]1)=O)C1C=CC=CC=1, predict the reaction product. The product is: [F:41][CH2:40][CH2:39][O:38][C@H:13]1[CH2:12][NH:11][CH2:15][C@H:14]1[N:16]1[C:24]2[C:19](=[N:20][C:21]([C:26]3[C:27]([O:35][CH3:36])=[N:28][C:29]([CH:32]([CH3:34])[CH3:33])=[CH:30][CH:31]=3)=[C:22]([CH3:25])[CH:23]=2)[C:18]([CH3:37])=[CH:17]1. (6) The product is: [CH2:1]([O:5][CH2:6][CH2:7][O:8][C:9]1[CH:10]=[CH:11][C:12]([C:15]2[CH:16]=[CH:17][C:18]3[N:24]([CH2:25][CH:26]([CH3:27])[CH3:28])[CH2:23][CH2:22][C:21]([C:29]([NH:31][C:32]4[CH:33]=[CH:34][C:35]([S:38]([CH2:39][C:40]5[N:44]([CH2:45][CH3:46])[N:43]=[N:42][N:41]=5)=[O:56])=[CH:36][CH:37]=4)=[O:30])=[CH:20][C:19]=3[CH:47]=2)=[CH:13][CH:14]=1)[CH2:2][CH2:3][CH3:4]. Given the reactants [CH2:1]([O:5][CH2:6][CH2:7][O:8][C:9]1[CH:14]=[CH:13][C:12]([C:15]2[CH:16]=[CH:17][C:18]3[N:24]([CH2:25][CH:26]([CH3:28])[CH3:27])[CH2:23][CH2:22][C:21]([C:29]([NH:31][C:32]4[CH:37]=[CH:36][C:35]([S:38][CH2:39][C:40]5[N:44]([CH2:45][CH3:46])[N:43]=[N:42][N:41]=5)=[CH:34][CH:33]=4)=[O:30])=[CH:20][C:19]=3[CH:47]=2)=[CH:11][CH:10]=1)[CH2:2][CH2:3][CH3:4].ClC1C=CC=C(C(OO)=[O:56])C=1.S([O-])([O-])(=O)=S.[Na+].[Na+], predict the reaction product. (7) The product is: [CH:20]([C:23]1[N:24]=[C:25]([NH:28][C:2]2[CH:12]=[C:11]([O:13][C:14]3[CH:19]=[CH:18][CH:17]=[CH:16][CH:15]=3)[C:5]([C:6]([O:8][CH2:9][CH3:10])=[O:7])=[CH:4][N:3]=2)[S:26][CH:27]=1)([CH3:22])[CH3:21]. Given the reactants Cl[C:2]1[CH:12]=[C:11]([O:13][C:14]2[CH:19]=[CH:18][CH:17]=[CH:16][CH:15]=2)[C:5]([C:6]([O:8][CH2:9][CH3:10])=[O:7])=[CH:4][N:3]=1.[CH:20]([C:23]1[N:24]=[C:25]([NH2:28])[S:26][CH:27]=1)([CH3:22])[CH3:21].P([O-])([O-])([O-])=O.[K+].[K+].[K+].C1(C)C=CC=CC=1, predict the reaction product.